This data is from Full USPTO retrosynthesis dataset with 1.9M reactions from patents (1976-2016). The task is: Predict the reactants needed to synthesize the given product. (1) Given the product [CH3:23][O:24][C:25]([C:27]1[N:28]=[CH:29][C:30]([N:19]2[CH2:20][CH2:21][N:16]([C:11]3[N:10]=[N:9][C:8]([C:5]4[CH:4]=[CH:3][C:2]([F:1])=[CH:7][CH:6]=4)=[C:13]([CH3:14])[C:12]=3[CH3:15])[CH2:17][C@H:18]2[CH3:22])=[N:31][CH:32]=1)=[O:26], predict the reactants needed to synthesize it. The reactants are: [F:1][C:2]1[CH:7]=[CH:6][C:5]([C:8]2[N:9]=[N:10][C:11]([N:16]3[CH2:21][CH2:20][NH:19][C@H:18]([CH3:22])[CH2:17]3)=[C:12]([CH3:15])[C:13]=2[CH3:14])=[CH:4][CH:3]=1.[CH3:23][O:24][C:25]([C:27]1[CH:32]=[N:31][C:30](Cl)=[CH:29][N:28]=1)=[O:26].C(N(C(C)C)CC)(C)C. (2) Given the product [CH2:19]([Sn:14]([CH2:13][CH2:12][CH2:11][CH3:10])([CH2:15][CH2:16][CH2:17][CH3:18])/[CH:3]=[CH:2]/[CH2:1][N:4]1[CH2:9][CH2:8][O:7][CH2:6][CH2:5]1)[CH2:20][CH2:21][CH3:22], predict the reactants needed to synthesize it. The reactants are: [CH2:1]([N:4]1[CH2:9][CH2:8][O:7][CH2:6][CH2:5]1)[C:2]#[CH:3].[CH3:10][CH2:11][CH2:12][CH2:13][SnH:14]([CH2:19][CH2:20][CH2:21][CH3:22])[CH2:15][CH2:16][CH2:17][CH3:18].